This data is from Forward reaction prediction with 1.9M reactions from USPTO patents (1976-2016). The task is: Predict the product of the given reaction. Given the reactants [Li][CH2:2][CH2:3]CC.[CH3:6][O:7][C:8]1[CH:9]=[C:10]([CH:13]=[C:14]([O:16][CH3:17])[CH:15]=1)[CH:11]=O, predict the reaction product. The product is: [CH3:6][O:7][C:8]1[CH:9]=[C:10]([CH:11]=[CH:2][CH3:3])[CH:13]=[C:14]([O:16][CH3:17])[CH:15]=1.